From a dataset of Full USPTO retrosynthesis dataset with 1.9M reactions from patents (1976-2016). Predict the reactants needed to synthesize the given product. (1) Given the product [Cl:1][C:2]1[CH:7]=[CH:6][C:5]([O:8][CH2:21][C:20]2[CH:23]=[CH:24][C:17]([O:16][CH3:15])=[CH:18][CH:19]=2)=[CH:4][N:3]=1, predict the reactants needed to synthesize it. The reactants are: [Cl:1][C:2]1[CH:7]=[CH:6][C:5]([OH:8])=[CH:4][N:3]=1.C(=O)([O-])[O-].[K+].[K+].[CH3:15][O:16][C:17]1[CH:24]=[CH:23][C:20]([CH2:21]Cl)=[CH:19][CH:18]=1.C(OCC)(=O)C. (2) The reactants are: [C:1]([C:9]1[N:10]=[CH:11][C:12]([NH:15][C:16]([NH:18][C:19]2[CH:24]=[C:23]([CH3:25])[CH:22]=[CH:21][C:20]=2[O:26][CH3:27])=[O:17])=[N:13][CH:14]=1)(=[O:8])[C:2]1[CH:7]=[CH:6][CH:5]=[CH:4][CH:3]=1.[BH4-].[Na+]. Given the product [OH:8][CH:1]([C:2]1[CH:7]=[CH:6][CH:5]=[CH:4][CH:3]=1)[C:9]1[N:10]=[CH:11][C:12]([NH:15][C:16]([NH:18][C:19]2[CH:24]=[C:23]([CH3:25])[CH:22]=[CH:21][C:20]=2[O:26][CH3:27])=[O:17])=[N:13][CH:14]=1, predict the reactants needed to synthesize it. (3) Given the product [C:13]1([S:19]([CH2:2][C:3]2[O:4][C:5]3[CH:11]=[CH:10][CH:9]=[CH:8][C:6]=3[N:7]=2)(=[O:21])=[O:20])[CH:18]=[CH:17][CH:16]=[CH:15][CH:14]=1, predict the reactants needed to synthesize it. The reactants are: Br[CH2:2][C:3]1[O:4][C:5]2[CH:11]=[CH:10][CH:9]=[CH:8][C:6]=2[N:7]=1.[Na+].[C:13]1([S:19]([O-:21])=[O:20])[CH:18]=[CH:17][CH:16]=[CH:15][CH:14]=1.C1OCCOCCOCCOCCOCCOC1. (4) Given the product [Cl:1][C:2]1[CH:7]=[CH:6][CH:5]=[CH:4][C:3]=1[N:8]1[C:12]([C:13]2[CH:21]=[CH:20][C:16]([C:17]([N:27]([CH3:28])[CH3:26])=[O:18])=[CH:15][CH:14]=2)=[CH:11][C:10]([C:22]([F:25])([F:24])[F:23])=[N:9]1, predict the reactants needed to synthesize it. The reactants are: [Cl:1][C:2]1[CH:7]=[CH:6][CH:5]=[CH:4][C:3]=1[N:8]1[C:12]([C:13]2[CH:21]=[CH:20][C:16]([C:17](Cl)=[O:18])=[CH:15][CH:14]=2)=[CH:11][C:10]([C:22]([F:25])([F:24])[F:23])=[N:9]1.[CH3:26][NH:27][CH3:28].C(N(CC)C(C)C)(C)C.